From a dataset of Forward reaction prediction with 1.9M reactions from USPTO patents (1976-2016). Predict the product of the given reaction. (1) The product is: [F:1][C:2]([F:35])([F:34])[C:3]1[CH:4]=[C:5]([CH:27]=[C:28]([C:30]([F:33])([F:32])[F:31])[CH:29]=1)[CH2:6][N:7]1[C:13](=[O:14])[C:12]2[C:15]([C:20]3[CH:25]=[CH:24][CH:23]=[CH:22][C:21]=3[CH3:26])=[CH:16][C:17]([N:45]3[CH2:44][CH2:43][CH:42]([N:38]4[CH2:39][CH2:40][CH2:41][C:37]4=[O:36])[CH2:47][CH2:46]3)=[N:18][C:11]=2[O:10][CH2:9][CH2:8]1. Given the reactants [F:1][C:2]([F:35])([F:34])[C:3]1[CH:4]=[C:5]([CH:27]=[C:28]([C:30]([F:33])([F:32])[F:31])[CH:29]=1)[CH2:6][N:7]1[C:13](=[O:14])[C:12]2[C:15]([C:20]3[CH:25]=[CH:24][CH:23]=[CH:22][C:21]=3[CH3:26])=[CH:16][C:17](Cl)=[N:18][C:11]=2[O:10][CH2:9][CH2:8]1.[O:36]=[C:37]1[CH2:41][CH2:40][CH2:39][N:38]1[CH:42]1[CH2:47][CH2:46][NH:45][CH2:44][CH2:43]1, predict the reaction product. (2) Given the reactants [F:1][C:2]1[CH:23]=[CH:22][CH:21]=[CH:20][C:3]=1[CH2:4][O:5][C:6]1[CH:11]=[CH:10][C:9]([C@@H:12]2[NH:16][C@H:15]([C:17]([NH2:19])=[O:18])[CH2:14][CH2:13]2)=[CH:8][CH:7]=1.[ClH:24].O1CCOCC1, predict the reaction product. The product is: [ClH:24].[F:1][C:2]1[CH:23]=[CH:22][CH:21]=[CH:20][C:3]=1[CH2:4][O:5][C:6]1[CH:7]=[CH:8][C:9]([C@@H:12]2[NH:16][C@H:15]([C:17]([NH2:19])=[O:18])[CH2:14][CH2:13]2)=[CH:10][CH:11]=1. (3) The product is: [C:17]([O:21][C:22]([N:24]1[CH2:29][CH2:28][CH:27]([C:30]([NH:1][C:2]2[CH:7]=[C:6]([O:8][C:9]3[CH:14]=[CH:13][C:12]([NH2:15])=[C:11]([Cl:16])[CH:10]=3)[CH:5]=[CH:4][N:3]=2)=[O:31])[CH2:26][CH2:25]1)=[O:23])([CH3:20])([CH3:19])[CH3:18]. Given the reactants [NH2:1][C:2]1[CH:7]=[C:6]([O:8][C:9]2[CH:14]=[CH:13][C:12]([NH2:15])=[C:11]([Cl:16])[CH:10]=2)[CH:5]=[CH:4][N:3]=1.[C:17]([O:21][C:22]([N:24]1[CH2:29][CH2:28][CH:27]([C:30](O)=[O:31])[CH2:26][CH2:25]1)=[O:23])([CH3:20])([CH3:19])[CH3:18].F[P-](F)(F)(F)(F)F.N1(O[P+](N(C)C)(N(C)C)N(C)C)C2C=CC=CC=2N=N1.C(N(CC)CC)C, predict the reaction product. (4) Given the reactants [CH2:1]([C:3]1[C:8]([N+:9]([O-])=O)=[CH:7][CH:6]=[C:5]([CH3:12])[C:4]=1[NH:13][C:14](=[O:20])[CH2:15][C:16]([CH3:19])([CH3:18])[CH3:17])[CH3:2], predict the reaction product. The product is: [NH2:9][C:8]1[C:3]([CH2:1][CH3:2])=[C:4]([NH:13][C:14](=[O:20])[CH2:15][C:16]([CH3:17])([CH3:19])[CH3:18])[C:5]([CH3:12])=[CH:6][CH:7]=1.